This data is from Forward reaction prediction with 1.9M reactions from USPTO patents (1976-2016). The task is: Predict the product of the given reaction. Given the reactants [CH2:1]([O:8][N:9]1[CH:13]=[CH:12][CH:11]=[N:10]1)[C:2]1[CH:7]=[CH:6][CH:5]=[CH:4][CH:3]=1.C([Li])CCC.[CH2:19]([CH:21]([CH2:24][CH3:25])[CH:22]=[O:23])[CH3:20], predict the reaction product. The product is: [CH2:1]([O:8][N:9]1[C:13]([CH:22]([OH:23])[CH:21]([CH2:24][CH3:25])[CH2:19][CH3:20])=[CH:12][CH:11]=[N:10]1)[C:2]1[CH:3]=[CH:4][CH:5]=[CH:6][CH:7]=1.